Predict which catalyst facilitates the given reaction. From a dataset of Catalyst prediction with 721,799 reactions and 888 catalyst types from USPTO. (1) Reactant: [Cl:1][C:2]1[C:10]2[C:9]([CH2:11][N:12]3[C:16]([C:17]([O:19]CC)=[O:18])=[C:15]([CH3:22])[N:14]=[C:13]3[C:23]3[CH:24]=[N:25][CH:26]=[CH:27][CH:28]=3)=[CH:8][S:7][C:6]=2[CH:5]=[CH:4][CH:3]=1.[OH-].[Na+].Cl. Product: [Cl:1][C:2]1[C:10]2[C:9]([CH2:11][N:12]3[C:16]([C:17]([OH:19])=[O:18])=[C:15]([CH3:22])[N:14]=[C:13]3[C:23]3[CH:24]=[N:25][CH:26]=[CH:27][CH:28]=3)=[CH:8][S:7][C:6]=2[CH:5]=[CH:4][CH:3]=1. The catalyst class is: 87. (2) Reactant: [CH3:1][S:2][C:3]1[N:8]=[C:7]([CH2:9][C:10]([C:12]2[CH:17]=[CH:16][CH:15]=[C:14]([N+:18]([O-:20])=[O:19])[CH:13]=2)=[O:11])[CH:6]=[CH:5][N:4]=1.[Br:21]Br. Product: [Br:21][CH:9]([C:7]1[CH:6]=[CH:5][N:4]=[C:3]([S:2][CH3:1])[N:8]=1)[C:10]([C:12]1[CH:17]=[CH:16][CH:15]=[C:14]([N+:18]([O-:20])=[O:19])[CH:13]=1)=[O:11]. The catalyst class is: 52. (3) Product: [NH2:28][C@@H:24]1[CH2:25][CH2:26][CH2:27][N:22]([C:7]2[CH:6]=[CH:5][C:4]([C:1]([NH2:2])=[O:3])=[C:9]([NH:10][C:11]3[CH:16]=[CH:15][C:14]([N:17]([CH2:20][CH3:21])[CH2:18][CH3:19])=[CH:13][CH:12]=3)[N:8]=2)[CH2:23]1. Reactant: [C:1]([C:4]1[CH:5]=[CH:6][C:7]([N:22]2[CH2:27][CH2:26][CH2:25][C@@H:24]([NH:28]C(=O)OC(C)(C)C)[CH2:23]2)=[N:8][C:9]=1[NH:10][C:11]1[CH:16]=[CH:15][C:14]([N:17]([CH2:20][CH3:21])[CH2:18][CH3:19])=[CH:13][CH:12]=1)(=[O:3])[NH2:2].C(O)(C(F)(F)F)=O. The catalyst class is: 2. (4) Reactant: [CH:1]([C:4]1[N:5]=[C:6]([N:9]([CH2:18][C:19]2[CH:38]=[CH:37][C:22]([CH2:23][O:24][C:25]3[CH:30]=[CH:29][C:28]([CH2:31][CH2:32][C:33]([O:35]C)=[O:34])=[CH:27][CH:26]=3)=[CH:21][CH:20]=2)[CH2:10][CH2:11][C:12]2[CH:17]=[CH:16][CH:15]=[CH:14][CH:13]=2)[S:7][CH:8]=1)([CH3:3])[CH3:2].[OH-].[Na+].C(O)C.Cl. Product: [CH:1]([C:4]1[N:5]=[C:6]([N:9]([CH2:18][C:19]2[CH:20]=[CH:21][C:22]([CH2:23][O:24][C:25]3[CH:26]=[CH:27][C:28]([CH2:31][CH2:32][C:33]([OH:35])=[O:34])=[CH:29][CH:30]=3)=[CH:37][CH:38]=2)[CH2:10][CH2:11][C:12]2[CH:13]=[CH:14][CH:15]=[CH:16][CH:17]=2)[S:7][CH:8]=1)([CH3:3])[CH3:2]. The catalyst class is: 6. (5) Reactant: C[O:2][C:3](=[O:38])[CH2:4][C:5]1[CH:10]=[CH:9][CH:8]=[C:7]([O:11][CH2:12][CH2:13][CH2:14][N:15]([CH2:24][CH:25]([C:32]2[CH:37]=[CH:36][CH:35]=[CH:34][CH:33]=2)[C:26]2[CH:31]=[CH:30][CH:29]=[CH:28][CH:27]=2)[CH2:16][C:17]2[CH:22]=[CH:21][CH:20]=[C:19]([I:23])[CH:18]=2)[CH:6]=1.[OH-].[Na+]. Product: [C:26]1([CH:25]([C:32]2[CH:33]=[CH:34][CH:35]=[CH:36][CH:37]=2)[CH2:24][N:15]([CH2:16][C:17]2[CH:22]=[CH:21][CH:20]=[C:19]([I:23])[CH:18]=2)[CH2:14][CH2:13][CH2:12][O:11][C:7]2[CH:6]=[C:5]([CH2:4][C:3]([OH:38])=[O:2])[CH:10]=[CH:9][CH:8]=2)[CH:27]=[CH:28][CH:29]=[CH:30][CH:31]=1. The catalyst class is: 5. (6) Reactant: C(O[C:4](=[O:17])[C:5](=[N:8][NH:9][C:10]1[CH:15]=[CH:14][CH:13]=[CH:12][C:11]=1[Br:16])[C:6]#[N:7])C.[CH3:18][NH2:19]. Product: [Br:16][C:11]1[CH:12]=[CH:13][CH:14]=[CH:15][C:10]=1[NH:9][N:8]=[C:5]([C:6]#[N:7])[C:4]([NH:19][CH3:18])=[O:17]. The catalyst class is: 6. (7) Reactant: [I:1][C:2]1[C:10]2[C:5](=[N:6][CH:7]=[CH:8][C:9]=2[O:11][CH3:12])[NH:4][CH:3]=1.[OH-].[Na+].[C:15]1([S:21](Cl)(=[O:23])=[O:22])[CH:20]=[CH:19][CH:18]=[CH:17][CH:16]=1. Product: [I:1][C:2]1[C:10]2[C:5](=[N:6][CH:7]=[CH:8][C:9]=2[O:11][CH3:12])[N:4]([S:21]([C:15]2[CH:20]=[CH:19][CH:18]=[CH:17][CH:16]=2)(=[O:23])=[O:22])[CH:3]=1. The catalyst class is: 35. (8) Reactant: [C:1]1([C:7]2[CH:11]=[C:10]([C:12]3[CH:17]=[CH:16][CH:15]=[CH:14][CH:13]=3)[N:9]([C:18]3[CH:23]=[CH:22][N:21]=[C:20]([S:24]([CH3:27])(=[O:26])=[O:25])[N:19]=3)[N:8]=2)[CH:6]=[CH:5][CH:4]=[CH:3][CH:2]=1.[Br:28]N1C(=O)CCC1=O. Product: [Br:28][C:11]1[C:7]([C:1]2[CH:6]=[CH:5][CH:4]=[CH:3][CH:2]=2)=[N:8][N:9]([C:18]2[CH:23]=[CH:22][N:21]=[C:20]([S:24]([CH3:27])(=[O:25])=[O:26])[N:19]=2)[C:10]=1[C:12]1[CH:17]=[CH:16][CH:15]=[CH:14][CH:13]=1. The catalyst class is: 9.